This data is from Full USPTO retrosynthesis dataset with 1.9M reactions from patents (1976-2016). The task is: Predict the reactants needed to synthesize the given product. (1) The reactants are: [N:1]([CH:4]1[CH2:9][C:8]([CH3:11])([CH3:10])[CH2:7][C:6]([CH3:12])=[CH:5]1)=[N+]=[N-].[ClH:13].C(C1(N)CC(C)(C)CC(C)(C)C1)C=C. Given the product [ClH:13].[CH3:12][C:6]1[CH2:7][C:8]([CH3:11])([CH3:10])[CH2:9][CH:4]([NH2:1])[CH:5]=1, predict the reactants needed to synthesize it. (2) Given the product [CH:6]1([C:11]2([CH3:18])[NH:15][C:14](=[O:16])[N:13]([CH2:26][C:27](=[O:28])[C:29]3[CH:34]=[CH:33][CH:32]=[CH:31][CH:30]=3)[C:12]2=[O:17])[CH2:7][CH2:8][CH2:9][CH2:10]1, predict the reactants needed to synthesize it. The reactants are: CN(C=O)C.[CH:6]1([C:11]2([CH3:18])[NH:15][C:14](=[O:16])[NH:13][C:12]2=[O:17])[CH2:10][CH2:9][CH2:8][CH2:7]1.C([O-])([O-])=O.[K+].[K+].Br[CH2:26][C:27]([C:29]1[CH:34]=[CH:33][CH:32]=[CH:31][CH:30]=1)=[O:28]. (3) Given the product [C:1]([O:4][C:5]1[CH:10]=[C:9]([I:15])[CH:8]=[CH:7][C:6]=1[O:11][CH:12]([CH3:14])[CH3:13])(=[O:3])[CH3:2], predict the reactants needed to synthesize it. The reactants are: [C:1]([O:4][C:5]1[CH:10]=[CH:9][CH:8]=[CH:7][C:6]=1[O:11][CH:12]([CH3:14])[CH3:13])(=[O:3])[CH3:2].[I:15]Cl. (4) Given the product [CH3:1][O:2][C:3]1[CH:4]=[C:5]([CH2:6][NH:7][C:17]([NH:16][CH2:15][CH2:14][Cl:13])=[O:18])[CH:8]=[CH:9][C:10]=1[O:11][CH3:12], predict the reactants needed to synthesize it. The reactants are: [CH3:1][O:2][C:3]1[CH:4]=[C:5]([CH:8]=[CH:9][C:10]=1[O:11][CH3:12])[CH2:6][NH2:7].[Cl:13][CH2:14][CH2:15][N:16]=[C:17]=[O:18]. (5) Given the product [CH2:6]([O:7][C:2]1[CH:10]=[CH:9][C:5]([C:6]([OH:8])=[O:7])=[CH:4][C:3]=1[C:11]([F:14])([F:13])[F:12])[CH:5]=[CH2:4], predict the reactants needed to synthesize it. The reactants are: F[C:2]1[CH:10]=[CH:9][C:5]([C:6]([OH:8])=[O:7])=[CH:4][C:3]=1[C:11]([F:14])([F:13])[F:12]. (6) Given the product [C-:1]1([C:6]2[CH:13]=[CH:12][C:9]([CH:10]=[O:11])=[CH:8][CH:7]=2)[CH:2]=[CH:3][CH:4]=[CH:5]1.[CH-:14]1[CH:18]=[CH:17][CH:16]=[CH:15]1.[Fe+2:19], predict the reactants needed to synthesize it. The reactants are: [C-:1]1([C:6]2[CH:13]=[CH:12][C:9]([CH2:10][OH:11])=[CH:8][CH:7]=2)[CH:5]=[CH:4][CH:3]=[CH:2]1.[CH-:14]1[CH:18]=[CH:17][CH:16]=[CH:15]1.[Fe+2:19].[Cr](Cl)([O-])(=O)=O.[NH+]1C=CC=CC=1.CCOCC.